From a dataset of CYP2D6 inhibition data for predicting drug metabolism from PubChem BioAssay. Regression/Classification. Given a drug SMILES string, predict its absorption, distribution, metabolism, or excretion properties. Task type varies by dataset: regression for continuous measurements (e.g., permeability, clearance, half-life) or binary classification for categorical outcomes (e.g., BBB penetration, CYP inhibition). Dataset: cyp2d6_veith. (1) The drug is CC(C)C[C@@H](NC(=O)OCC1c2ccccc2-c2ccccc21)C(=O)O. The result is 0 (non-inhibitor). (2) The drug is O=C(Oc1ccccc1)N1CCC[C@@]2(CCN(Cc3cc(C(F)(F)F)cc(C(F)(F)F)c3)C2)C1. The result is 1 (inhibitor). (3) The compound is CC(C)CSC[C@@H]1O[C@H](n2cnc3c(N)nccc32)[C@H](O)[C@@H]1O. The result is 0 (non-inhibitor). (4) The result is 0 (non-inhibitor). The compound is CCOc1cc(NC(=O)c2ccccc2[N+](=O)[O-])c(OCC)cc1NC(=O)CC(C)C. (5) The result is 0 (non-inhibitor). The compound is Cc1noc(C)c1C(=O)N1CCC[C@@]2(CCN(C(=O)Nc3ccccc3)C2)C1. (6) The drug is CS(=O)(=O)c1ccc(Cn2c3c(c4cc(F)cc(F)c42)CCC[C@H]3CC(=O)O)cc1. The result is 0 (non-inhibitor).